This data is from Reaction yield outcomes from USPTO patents with 853,638 reactions. The task is: Predict the reaction yield, written as a fraction of the theoretical maximum amount of product (1.0 means a 100% yield; for example, 0.34 means a 34% yield). (1) The reactants are C1(P(C2C=CC=CC=2)C2C=CC=CC=2)C=CC=CC=1.BrN1C(=O)CCC1=O.[CH:28]1([CH2:33][CH:34]([C:38]2[CH:43]=[CH:42][C:41]([N:44]3[C:48]([CH3:49])=[N:47][N:46]=[N:45]3)=[C:40]([C:50]([F:53])([F:52])[F:51])[CH:39]=2)[C:35]([OH:37])=O)[CH2:32][CH2:31][CH2:30][CH2:29]1.[NH2:54][C:55]1[S:56][CH:57]=[CH:58][N:59]=1. The catalyst is C(Cl)Cl. The product is [CH:28]1([CH2:33][CH:34]([C:38]2[CH:43]=[CH:42][C:41]([N:44]3[C:48]([CH3:49])=[N:47][N:46]=[N:45]3)=[C:40]([C:50]([F:52])([F:51])[F:53])[CH:39]=2)[C:35]([NH:54][C:55]2[S:56][CH:57]=[CH:58][N:59]=2)=[O:37])[CH2:32][CH2:31][CH2:30][CH2:29]1. The yield is 0.700. (2) The reactants are [CH3:1][C:2]1[NH:3][C:4]2[C:9]([CH:10]=1)=[CH:8][CH:7]=[CH:6][CH:5]=2.I[C:12]1[CH:13]=[C:14]([CH3:19])[CH:15]=[C:16]([CH3:18])[CH:17]=1. No catalyst specified. The product is [CH3:19][C:14]1[CH:13]=[C:12]([N:3]2[C:4]3[C:9](=[CH:8][CH:7]=[CH:6][CH:5]=3)[CH:10]=[C:2]2[CH3:1])[CH:17]=[C:16]([CH3:18])[CH:15]=1. The yield is 0.950. (3) The reactants are [F:1][C:2]1[N:10]=[C:9]2[C:5]([N:6]=[CH:7][NH:8]2)=[C:4]([NH:11][C:12]2[C:13]([O:18][CH3:19])=[N:14][N:15]([CH3:17])[CH:16]=2)[N:3]=1.[C:20](=O)([O-])[O-].[K+].[K+].S(OC)(OC)(=O)=O. The catalyst is O1CCOCC1. The product is [F:1][C:2]1[N:10]=[C:9]2[C:5]([N:6]=[CH:7][N:8]2[CH3:20])=[C:4]([NH:11][C:12]2[C:13]([O:18][CH3:19])=[N:14][N:15]([CH3:17])[CH:16]=2)[N:3]=1. The yield is 0.840. (4) The reactants are [OH-].[Na+].[F:3][C:4]1[CH:9]=[CH:8][CH:7]=[CH:6][C:5]=1[NH:10][C:11]1[O:15][C:14]([C:16]([NH:18][CH:19]2[CH2:24][CH2:23][N:22]([C:25]3[CH:34]=[CH:33][C:28]([C:29]([O:31]C)=[O:30])=[CH:27][N:26]=3)[CH2:21][CH2:20]2)=[O:17])=[N:13][N:12]=1.Cl. The catalyst is CO. The product is [F:3][C:4]1[CH:9]=[CH:8][CH:7]=[CH:6][C:5]=1[NH:10][C:11]1[O:15][C:14]([C:16]([NH:18][CH:19]2[CH2:24][CH2:23][N:22]([C:25]3[CH:34]=[CH:33][C:28]([C:29]([OH:31])=[O:30])=[CH:27][N:26]=3)[CH2:21][CH2:20]2)=[O:17])=[N:13][N:12]=1. The yield is 0.880. (5) The reactants are [Br:1][C:2]1[CH:7]=[CH:6][C:5]([NH:8][C:9](=[O:14])[C:10]([CH3:13])([CH3:12])[CH3:11])=[C:4]([C:15]2[C:20]([F:21])=[CH:19][CH:18]=[CH:17][N:16]=2)[CH:3]=1.C(OC(C(F)(F)F)=O)(C(F)(F)F)=O.[N+:35]([O-])([OH:37])=[O:36].CO. The catalyst is C(O)(C(F)(F)F)=O.O. The product is [Br:1][C:2]1[CH:7]=[C:6]([N+:35]([O-:37])=[O:36])[C:5]([NH:8][C:9](=[O:14])[C:10]([CH3:13])([CH3:12])[CH3:11])=[C:4]([C:15]2[C:20]([F:21])=[CH:19][CH:18]=[CH:17][N:16]=2)[CH:3]=1. The yield is 0.820.